Predict the product of the given reaction. From a dataset of Forward reaction prediction with 1.9M reactions from USPTO patents (1976-2016). (1) Given the reactants [N:1]1([CH:7]2[CH:16]3[N:11]([CH:12]=[CH:13][CH:14]=[CH:15]3)[C:10](=[O:17])[CH:9]=[CH:8]2)[CH2:6][CH2:5][NH:4][CH2:3][CH2:2]1.C(OC([NH:25][CH2:26][CH2:27][CH:28]([C:32]1[CH:37]=[CH:36][C:35]([Cl:38])=[C:34]([Cl:39])[CH:33]=1)[C:29](O)=[O:30])=O)(C)(C)C, predict the reaction product. The product is: [ClH:38].[NH2:25][CH2:26][CH2:27][CH:28]([C:32]1[CH:37]=[CH:36][C:35]([Cl:38])=[C:34]([Cl:39])[CH:33]=1)[C:29]([N:4]1[CH2:5][CH2:6][N:1]([C:7]2[CH:8]=[CH:9][C:10](=[O:17])[N:11]3[C:16]=2[CH:15]=[CH:14][CH:13]=[CH:12]3)[CH2:2][CH2:3]1)=[O:30]. (2) Given the reactants [Br:1][C:2]1[CH:3]=[N:4][C:5]2[N:6]([N:8]=[C:9]([C:11]([OH:13])=O)[CH:10]=2)[CH:7]=1.[CH3:14][CH:15]1[NH:20][CH2:19][C:18]2[CH:21]=[CH:22][O:23][C:17]=2[CH2:16]1, predict the reaction product. The product is: [Br:1][C:2]1[CH:3]=[N:4][C:5]2[N:6]([N:8]=[C:9]([C:11]([N:20]3[CH:15]([CH3:14])[CH2:16][C:17]4[O:23][CH:22]=[CH:21][C:18]=4[CH2:19]3)=[O:13])[CH:10]=2)[CH:7]=1. (3) The product is: [CH3:1][O:2][C:3]1[C:11]2[O:10][CH:9]=[C:8]([CH2:12][CH2:13][I:34])[C:7]=2[CH:6]=[CH:5][CH:4]=1. Given the reactants [CH3:1][O:2][C:3]1[C:11]2[O:10][CH:9]=[C:8]([CH2:12][CH2:13]O)[C:7]=2[CH:6]=[CH:5][CH:4]=1.C1(P(C2C=CC=CC=2)C2C=CC=CC=2)C=CC=CC=1.[I:34]I.N1C=CN=C1, predict the reaction product.